This data is from Forward reaction prediction with 1.9M reactions from USPTO patents (1976-2016). The task is: Predict the product of the given reaction. The product is: [Cl:1][C:2]1[CH:3]=[N:4][CH:5]=[C:6]([Cl:26])[C:7]=1[S:8][C:9]1[S:13][C:12]([C:14]([NH:16][CH:17]2[CH2:22][CH2:21][N:20]([CH2:27][CH3:28])[CH2:19][CH2:18]2)=[O:15])=[CH:11][C:10]=1[N+:23]([O-:25])=[O:24]. Given the reactants [Cl:1][C:2]1[CH:3]=[N:4][CH:5]=[C:6]([Cl:26])[C:7]=1[S:8][C:9]1[S:13][C:12]([C:14]([NH:16][CH:17]2[CH2:22][CH2:21][NH:20][CH2:19][CH2:18]2)=[O:15])=[CH:11][C:10]=1[N+:23]([O-:25])=[O:24].[CH:27](=O)[CH3:28], predict the reaction product.